This data is from Forward reaction prediction with 1.9M reactions from USPTO patents (1976-2016). The task is: Predict the product of the given reaction. (1) Given the reactants [OH:1][C:2]1[CH:3]=[C:4]2[C:8](=[CH:9][CH:10]=1)[NH:7][C:6]([C:11]([NH2:13])=[O:12])=[C:5]2[S:14]([N:17]1[CH2:22][CH2:21][O:20][CH2:19][CH2:18]1)(=[O:16])=[O:15].C(=O)([O-])[O-].[Cs+].[Cs+].I[CH2:30][CH2:31][CH3:32].O, predict the reaction product. The product is: [N:17]1([S:14]([C:5]2[C:4]3[C:8](=[CH:9][CH:10]=[C:2]([O:1][CH2:30][CH2:31][CH3:32])[CH:3]=3)[NH:7][C:6]=2[C:11]([NH2:13])=[O:12])(=[O:16])=[O:15])[CH2:22][CH2:21][O:20][CH2:19][CH2:18]1. (2) Given the reactants [CH2:1]([C:3]1[CH:8]=[CH:7][C:6]([C@H:9]2[CH2:14][C@@H:13]([C:15]([F:18])([F:17])[F:16])[N:12]3[N:19]=[CH:20][C:21]([C:22]([OH:24])=O)=[C:11]3[NH:10]2)=[CH:5][CH:4]=1)[CH3:2].CN(C(ON1N=NC2C=CC=NC1=2)=[N+](C)C)C.F[P-](F)(F)(F)(F)F.C(N(CC)C(C)C)(C)C.[CH3:58][O:59][C:60]1[N:65]=[CH:64][C:63]([CH2:66][NH2:67])=[CH:62][CH:61]=1, predict the reaction product. The product is: [CH2:1]([C:3]1[CH:4]=[CH:5][C:6]([C@H:9]2[CH2:14][C@@H:13]([C:15]([F:17])([F:16])[F:18])[N:12]3[N:19]=[CH:20][C:21]([C:22]([NH:67][CH2:66][C:63]4[CH:64]=[N:65][C:60]([O:59][CH3:58])=[CH:61][CH:62]=4)=[O:24])=[C:11]3[NH:10]2)=[CH:7][CH:8]=1)[CH3:2]. (3) Given the reactants O=C[C@@H]([C@H]([C@H]([C@@H](CO)O)O)O)O.[CH2:13]1[C:17]2=[CH:18][C:19]3[NH:23][C:22]([CH:24]=[C:25]4[N:29]=[C:28]([CH:30]=[C:31]5[NH:36][C:34](=[CH:35][C:15](=[N:16]2)[CH2:14]1)[CH:33]=[CH:32]5)[CH:27]=[CH:26]4)=[CH:21][CH:20]=3.C1CCC=CC=1, predict the reaction product. The product is: [CH2:21]1[C:22]2=[CH:24][C:25]3[NH:29][C:28]([CH:30]=[C:31]4[N:36]=[C:34]([CH:35]=[C:15]5[NH:16][C:17](=[CH:18][C:19](=[N:23]2)[CH2:20]1)[CH:13]=[CH:14]5)[CH:33]=[CH:32]4)=[CH:27][CH:26]=3. (4) Given the reactants [N+:1]([C:4]1[CH:9]=[CH:8][C:7]([CH:10]2[CH2:15][CH2:14][NH:13][CH2:12][CH2:11]2)=[CH:6][CH:5]=1)([O-:3])=[O:2].C(=O)([O-])[O-].[K+].[K+].Br[CH2:23][CH2:24][OH:25], predict the reaction product. The product is: [N+:1]([C:4]1[CH:9]=[CH:8][C:7]([CH:10]2[CH2:11][CH2:12][N:13]([CH2:23][CH2:24][OH:25])[CH2:14][CH2:15]2)=[CH:6][CH:5]=1)([O-:3])=[O:2].